This data is from Reaction yield outcomes from USPTO patents with 853,638 reactions. The task is: Predict the reaction yield, written as a fraction of the theoretical maximum amount of product (1.0 means a 100% yield; for example, 0.34 means a 34% yield). (1) The reactants are [I:1][C:2]1[CH:9]=[C:6]([CH:7]=[O:8])[C:5]([OH:10])=[CH:4][CH:3]=1.C([O-])([O-])=O.[K+].[K+].[C:17]([O:21][C:22]([N:24]1[CH2:29][CH2:28][CH:27](OS(C2C=CC(C)=CC=2)(=O)=O)[CH2:26][CH2:25]1)=[O:23])([CH3:20])([CH3:19])[CH3:18]. The catalyst is CN(C)C=O.C(OCC)(=O)C. The product is [C:17]([O:21][C:22]([N:24]1[CH2:29][CH2:28][CH:27]([O:10][C:5]2[CH:4]=[CH:3][C:2]([I:1])=[CH:9][C:6]=2[CH:7]=[O:8])[CH2:26][CH2:25]1)=[O:23])([CH3:20])([CH3:18])[CH3:19]. The yield is 0.840. (2) The reactants are [PH2:1][C:2]1[S:6][C:5]2[CH:7]=[CH:8][CH:9]=[CH:10][C:4]=2[C:3]=1[PH2:11].[Li]N(CC)CC.N(CC)CC.[Li]CCCC.C[CH2:29][CH2:30][CH2:31][CH2:32][CH2:33][CH3:34].[CH3:35][C@H:36](O)[CH2:37][CH2:38][C@@H:39](O)[CH3:40]. The catalyst is C1COCC1.C(OCC)C.O. The product is [CH3:40][C@@H:39]1[CH2:38][CH2:37][C@@H:36]([CH3:35])[P:1]1[C:2]1[S:6][C:5]2[CH:7]=[CH:8][CH:9]=[CH:10][C:4]=2[C:3]=1[P:11]1[C@H:33]([CH3:34])[CH2:32][CH2:31][C@H:30]1[CH3:29]. The yield is 0.530.